The task is: Predict which catalyst facilitates the given reaction.. This data is from Catalyst prediction with 721,799 reactions and 888 catalyst types from USPTO. (1) Reactant: [Br:1][C:2]1[C:7]([NH:8][S:9]([C:12]2[CH:17]=[CH:16][C:15]([Cl:18])=[C:14]([C:19]([OH:22])([CH3:21])[CH3:20])[CH:13]=2)(=[O:11])=[O:10])=[CH:6][C:5]([Cl:23])=[CH:4][N:3]=1.C(=O)([O-])[O-].[K+].[K+].[CH3:30][O:31][CH2:32]Cl. Product: [Br:1][C:2]1[C:7]([N:8]([CH2:30][O:31][CH3:32])[S:9]([C:12]2[CH:17]=[CH:16][C:15]([Cl:18])=[C:14]([C:19]([OH:22])([CH3:21])[CH3:20])[CH:13]=2)(=[O:11])=[O:10])=[CH:6][C:5]([Cl:23])=[CH:4][N:3]=1. The catalyst class is: 1. (2) Reactant: [C:1]([CH:5]1[CH2:13][C:12]2[C:7](=[CH:8][CH:9]=[C:10]([NH:14][C:15]([C:17]3([C:20]4[CH:30]=[CH:29][C:23]5[O:24][C:25]([F:28])([F:27])[O:26][C:22]=5[CH:21]=4)[CH2:19][CH2:18]3)=[O:16])[CH:11]=2)[N:6]1[CH2:31][CH2:32]Cl)([CH3:4])([CH3:3])[CH3:2].[C-:34]#[N:35].[Na+].O. Product: [C:1]([CH:5]1[CH2:13][C:12]2[C:7](=[CH:8][CH:9]=[C:10]([NH:14][C:15]([C:17]3([C:20]4[CH:30]=[CH:29][C:23]5[O:24][C:25]([F:28])([F:27])[O:26][C:22]=5[CH:21]=4)[CH2:19][CH2:18]3)=[O:16])[CH:11]=2)[N:6]1[CH2:31][CH2:32][C:34]#[N:35])([CH3:4])([CH3:3])[CH3:2]. The catalyst class is: 14.